From a dataset of Peptide-MHC class II binding affinity with 134,281 pairs from IEDB. Regression. Given a peptide amino acid sequence and an MHC pseudo amino acid sequence, predict their binding affinity value. This is MHC class II binding data. (1) The peptide sequence is AFKVAATAANAAPMN. The MHC is HLA-DPA10103-DPB10301 with pseudo-sequence HLA-DPA10103-DPB10301. The binding affinity (normalized) is 0.733. (2) The peptide sequence is TTRLYANASIGLFGA. The MHC is DRB1_0101 with pseudo-sequence DRB1_0101. The binding affinity (normalized) is 0.316. (3) The peptide sequence is TQTMKGVERLAVMGD. The MHC is DRB1_0301 with pseudo-sequence DRB1_0301. The binding affinity (normalized) is 0.401. (4) The peptide sequence is PYLGYCALLPLLTEE. The MHC is DRB1_1501 with pseudo-sequence DRB1_1501. The binding affinity (normalized) is 0.659. (5) The peptide sequence is FLHYIFMENAFELPT. The MHC is HLA-DPA10103-DPB10401 with pseudo-sequence HLA-DPA10103-DPB10401. The binding affinity (normalized) is 0.679. (6) The peptide sequence is ADNSLDYAANFSHML. The MHC is HLA-DQA10401-DQB10402 with pseudo-sequence HLA-DQA10401-DQB10402. The binding affinity (normalized) is 0.258.